Dataset: Forward reaction prediction with 1.9M reactions from USPTO patents (1976-2016). Task: Predict the product of the given reaction. (1) Given the reactants [H-].[Na+].[CH3:3][C:4]1[CH:9]=[CH:8][CH:7]=[C:6]([CH3:10])[C:5]=1[C:11]1[CH:16]=[CH:15][CH:14]=[C:13]([CH2:17][OH:18])[CH:12]=1.Cl[C:20]1[CH:27]=[CH:26][C:23]([C:24]#[N:25])=[CH:22][N:21]=1, predict the reaction product. The product is: [CH3:10][C:6]1[CH:7]=[CH:8][CH:9]=[C:4]([CH3:3])[C:5]=1[C:11]1[CH:16]=[CH:15][CH:14]=[C:13]([CH2:17][O:18][C:20]2[CH:27]=[CH:26][C:23]([C:24]#[N:25])=[CH:22][N:21]=2)[CH:12]=1. (2) Given the reactants [NH2:1][C:2]1[CH:3]=[CH:4][C:5](Br)=[C:6]2[C:10]=1[C:9](=[O:11])[N:8]([CH3:12])[CH2:7]2.[O:14]1[C:18]2([CH2:23][CH2:22][C:21](B3OC(C)(C)C(C)(C)O3)=[CH:20][CH2:19]2)[O:17][CH2:16][CH2:15]1.C(=O)([O-])[O-].[K+].[K+].ClCCl, predict the reaction product. The product is: [NH2:1][C:2]1[CH:3]=[CH:4][C:5]([C:21]2[CH2:22][CH2:23][C:18]3([O:17][CH2:16][CH2:15][O:14]3)[CH2:19][CH:20]=2)=[C:6]2[C:10]=1[C:9](=[O:11])[N:8]([CH3:12])[CH2:7]2. (3) The product is: [NH2:16][C:14]1[CH:13]=[CH:12][CH:11]=[C:10]2[C:15]=1[C:4](=[O:3])[C:8]1([NH:20][C:21]([C:23]3[NH:24][C:25](=[O:33])[C:26]4[C:31]([CH:32]=3)=[CH:30][CH:29]=[CH:28][CH:27]=4)=[O:22])[C:7]3[CH:34]=[CH:35][C:36]([CH:38]([CH3:40])[CH3:39])=[CH:37][C:6]=3[O:2][C:9]12[OH:19]. Given the reactants Cl.[OH2:2].[OH:3][C:4]12[C:15]3[C:10](=[CH:11][CH:12]=[CH:13][C:14]=3[N+:16]([O-])=O)[C:9](=[O:19])[C:8]1([NH:20][C:21]([C:23]1[NH:24][C:25](=[O:33])[C:26]3[C:31]([CH:32]=1)=[CH:30][CH:29]=[CH:28][CH:27]=3)=[O:22])[C:7]1[CH:34]=[CH:35][C:36]([CH:38]([CH3:40])[CH3:39])=[CH:37][C:6]=1O2, predict the reaction product. (4) Given the reactants Cl[C:2]1[CH:3]=[C:4]([C:9]2[N:13]3[C:14]4[N:22]=[C:21]([O:23][CH3:24])[CH:20]=[CH:19][C:15]=4[N:16]=[C:17]([CH3:18])[C:12]3=[C:11]([CH3:25])[N:10]=2)[CH:5]=[C:6](Cl)[CH:7]=1.[F:26][C:27]([F:39])([F:38])[O:28]C1C=C(B(O)O)C=CC=1.C([O-])([O-])=O.[K+].[K+], predict the reaction product. The product is: [CH3:24][O:23][C:21]1[CH:20]=[CH:19][C:15]2[N:16]=[C:17]([CH3:18])[C:12]3[N:13]([C:9]([C:4]4[CH:5]=[CH:6][CH:7]=[C:2]([O:28][C:27]([F:39])([F:38])[F:26])[CH:3]=4)=[N:10][C:11]=3[CH3:25])[C:14]=2[N:22]=1. (5) The product is: [CH:61]([O:60][C:58]([N:27]1[C@H:26]([C:24](=[O:25])[NH:23][C@H:6]([C:5]([OH:56])=[O:4])[CH2:7][C:8]2[CH:9]=[CH:10][C:11]([O:14][C:15]3[CH:20]=[CH:19][N:18]=[C:17]([CH3:21])[C:16]=3[CH3:22])=[CH:12][CH:13]=2)[CH2:35][C:34]2[CH:33]=[C:32]3[O:36][CH2:37][C@H:38]([C:40]4[CH:45]=[CH:44][C:43]([O:46][CH2:47][C:48]5[CH:53]=[CH:52][C:51]([Cl:54])=[C:50]([Cl:55])[CH:49]=5)=[CH:42][CH:41]=4)[O:39][C:31]3=[CH:30][C:29]=2[CH2:28]1)=[O:59])([CH3:63])[CH3:62]. Given the reactants Cl.Cl.C[O:4][C:5](=[O:56])[C@@H:6]([NH:23][C:24]([C@@H:26]1[CH2:35][C:34]2[CH:33]=[C:32]3[O:36][CH2:37][C@H:38]([C:40]4[CH:45]=[CH:44][C:43]([O:46][CH2:47][C:48]5[CH:53]=[CH:52][C:51]([Cl:54])=[C:50]([Cl:55])[CH:49]=5)=[CH:42][CH:41]=4)[O:39][C:31]3=[CH:30][C:29]=2[CH2:28][NH:27]1)=[O:25])[CH2:7][C:8]1[CH:13]=[CH:12][C:11]([O:14][C:15]2[CH:20]=[CH:19][N:18]=[C:17]([CH3:21])[C:16]=2[CH3:22])=[CH:10][CH:9]=1.Cl[C:58]([O:60][CH:61]([CH3:63])[CH3:62])=[O:59].ClC([O-])=O, predict the reaction product. (6) Given the reactants [C:1]([NH:9][CH2:10][CH:11]1[CH2:16][CH2:15][CH2:14][CH:13]([N:17]2[C:26]3[CH:25]=[CH:24][CH:23]=[C:22]([C:27](O)=[O:28])[C:21]=3[C:20]3=[N:30][O:31][C:32]([CH3:33])=[C:19]3[C:18]2=[O:34])[CH2:12]1)(=[O:8])[C:2]1[CH:7]=[CH:6][CH:5]=[CH:4][CH:3]=1.S(Cl)(Cl)=O.[CH3:39][NH2:40], predict the reaction product. The product is: [CH3:39][NH:40][C:27]([C:22]1[C:21]2[C:20]3[C:19](=[C:32]([CH3:33])[O:31][N:30]=3)[C:18](=[O:34])[N:17]([CH:13]3[CH2:14][CH2:15][CH2:16][CH:11]([CH2:10][NH:9][C:1](=[O:8])[C:2]4[CH:7]=[CH:6][CH:5]=[CH:4][CH:3]=4)[CH2:12]3)[C:26]=2[CH:25]=[CH:24][CH:23]=1)=[O:28].